Dataset: Peptide-MHC class I binding affinity with 185,985 pairs from IEDB/IMGT. Task: Regression. Given a peptide amino acid sequence and an MHC pseudo amino acid sequence, predict their binding affinity value. This is MHC class I binding data. (1) The peptide sequence is KIWEELSVL. The MHC is HLA-A02:03 with pseudo-sequence HLA-A02:03. The binding affinity (normalized) is 0.281. (2) The peptide sequence is SMWALVISV. The MHC is HLA-A02:01 with pseudo-sequence HLA-A02:01. The binding affinity (normalized) is 1.00. (3) The peptide sequence is IPHYYYYGM. The MHC is HLA-B27:05 with pseudo-sequence HLA-B27:05. The binding affinity (normalized) is 0. (4) The peptide sequence is REWGWRIPF. The MHC is HLA-A02:06 with pseudo-sequence HLA-A02:06. The binding affinity (normalized) is 0.0847. (5) The peptide sequence is SQIGAGVYK. The MHC is HLA-A11:01 with pseudo-sequence HLA-A11:01. The binding affinity (normalized) is 0.676. (6) The peptide sequence is INISGYNLSL. The MHC is HLA-A02:01 with pseudo-sequence HLA-A02:01. The binding affinity (normalized) is 0.306.